Dataset: Tyrosyl-DNA phosphodiesterase HTS with 341,365 compounds. Task: Binary Classification. Given a drug SMILES string, predict its activity (active/inactive) in a high-throughput screening assay against a specified biological target. (1) The molecule is Clc1ccc(c2n(CCOC)c(SCC(=O)Nc3cc(OC)ccc3)nn2)cc1. The result is 0 (inactive). (2) The molecule is Oc1c(ccc(O)c1)C(=O)N\N=C(\c1cccnc1)C. The result is 0 (inactive).